From a dataset of Peptide-MHC class I binding affinity with 185,985 pairs from IEDB/IMGT. Regression. Given a peptide amino acid sequence and an MHC pseudo amino acid sequence, predict their binding affinity value. This is MHC class I binding data. (1) The peptide sequence is YRYGNGVWI. The MHC is H-2-Db with pseudo-sequence H-2-Db. The binding affinity (normalized) is 0.0641. (2) The peptide sequence is APGWLIWTY. The MHC is HLA-A02:01 with pseudo-sequence HLA-A02:01. The binding affinity (normalized) is 0.263. (3) The peptide sequence is SFSFGGFTF. The MHC is HLA-A24:03 with pseudo-sequence HLA-A24:03. The binding affinity (normalized) is 1.00. (4) The peptide sequence is GLAIFLPLV. The MHC is HLA-A02:02 with pseudo-sequence HLA-A02:02. The binding affinity (normalized) is 0.943. (5) The MHC is HLA-B07:02 with pseudo-sequence HLA-B07:02. The binding affinity (normalized) is 0.0847. The peptide sequence is YHRFGLYRL. (6) The peptide sequence is MPRLSRNAA. The MHC is HLA-B07:02 with pseudo-sequence HLA-B07:02. The binding affinity (normalized) is 0.778. (7) The peptide sequence is MMQVWIQPL. The MHC is HLA-B08:01 with pseudo-sequence HLA-B08:01. The binding affinity (normalized) is 0.474. (8) The peptide sequence is YTVKDPNL. The MHC is H-2-Kb with pseudo-sequence H-2-Kb. The binding affinity (normalized) is 0.151. (9) The peptide sequence is ILFPGILWI. The MHC is HLA-A02:01 with pseudo-sequence HLA-A02:01. The binding affinity (normalized) is 1.00. (10) The peptide sequence is FESKSMKL. The MHC is HLA-B18:01 with pseudo-sequence HLA-B18:01. The binding affinity (normalized) is 0.277.